This data is from Full USPTO retrosynthesis dataset with 1.9M reactions from patents (1976-2016). The task is: Predict the reactants needed to synthesize the given product. (1) Given the product [CH3:11][O:10][C:7]1[CH:8]=[CH:9][C:4]([C:3]([OH:18])=[O:2])=[CH:5][C:6]=1[O:12][CH2:13][CH2:14][CH2:15][O:16][CH3:17], predict the reactants needed to synthesize it. The reactants are: C[O:2][C:3](=[O:18])[C:4]1[CH:9]=[CH:8][C:7]([O:10][CH3:11])=[C:6]([O:12][CH2:13][CH2:14][CH2:15][O:16][CH3:17])[CH:5]=1.[OH-].[Na+]. (2) Given the product [Cl:1][C:2]1[CH:3]=[N:4][C:5]2[N:6]([N:8]=[C:9]([C:11]([N:16]3[CH2:17][CH:18]=[C:19]([C:21]4[CH:26]=[N:25][CH:24]=[N:23][CH:22]=4)[CH2:20][CH:15]3[CH3:14])=[O:13])[CH:10]=2)[CH:7]=1, predict the reactants needed to synthesize it. The reactants are: [Cl:1][C:2]1[CH:3]=[N:4][C:5]2[N:6]([N:8]=[C:9]([C:11]([OH:13])=O)[CH:10]=2)[CH:7]=1.[CH3:14][CH:15]1[CH2:20][C:19]([C:21]2[CH:22]=[N:23][CH:24]=[N:25][CH:26]=2)=[CH:18][CH2:17][NH:16]1. (3) Given the product [C:1]([O:5][C:6]([N:8]1[CH2:15][C:12]2([CH2:13][CH2:14]2)[N:11]([CH2:16][C:18]2[CH:23]=[C:22]([C:24]3[CH:29]=[CH:28][C:27]([OH:30])=[CH:26][CH:25]=3)[N:21]=[C:20]3[N:37]([CH:41]4[CH2:46][CH2:45][CH2:44][CH2:43][O:42]4)[N:38]=[C:39]([CH3:40])[C:19]=23)[CH2:10][CH2:9]1)=[O:7])([CH3:4])([CH3:2])[CH3:3], predict the reactants needed to synthesize it. The reactants are: [C:1]([O:5][C:6]([N:8]1[CH2:15][C:12]2([CH2:14][CH2:13]2)[N:11]([C:16]([C:18]2[C:19]3[C:39]([CH3:40])=[N:38][N:37]([CH:41]4[CH2:46][CH2:45][CH2:44][CH2:43][O:42]4)[C:20]=3[N:21]=[C:22]([C:24]3[CH:29]=[CH:28][C:27]([O:30]C4CCCCO4)=[CH:26][CH:25]=3)[CH:23]=2)=O)[CH2:10][CH2:9]1)=[O:7])([CH3:4])([CH3:3])[CH3:2].B.CSC. (4) Given the product [CH2:7]([C:9]1[C:21]([CH2:22][C:5]#[N:6])=[C:12]2[C:13]3[CH:19]=[C:18]([CH3:20])[O:17][C:14]=3[CH:15]=[CH:16][N:11]2[N:10]=1)[CH3:8], predict the reactants needed to synthesize it. The reactants are: C[Si]([C:5]#[N:6])(C)C.[CH2:7]([C:9]1[C:21]([CH2:22]O)=[C:12]2[C:13]3[CH:19]=[C:18]([CH3:20])[O:17][C:14]=3[CH:15]=[CH:16][N:11]2[N:10]=1)[CH3:8].C(=O)([O-])O.[Na+]. (5) Given the product [CH3:1][N:2]1[CH:6]=[C:5]([NH:7][C:29]([NH:28][C:25]2[CH:26]=[CH:27][C:22]([O:21][C:20]([F:19])([F:31])[F:32])=[CH:23][CH:24]=2)=[O:30])[CH:4]=[C:3]1[C:10]([O:12][CH2:13][CH3:14])=[O:11], predict the reactants needed to synthesize it. The reactants are: [CH3:1][N:2]1[CH:6]=[C:5]([N+:7]([O-])=O)[CH:4]=[C:3]1[C:10]([O:12][CH2:13][CH3:14])=[O:11].C([O-])=O.[NH4+].[F:19][C:20]([F:32])([F:31])[O:21][C:22]1[CH:27]=[CH:26][C:25]([N:28]=[C:29]=[O:30])=[CH:24][CH:23]=1.